Dataset: Reaction yield outcomes from USPTO patents with 853,638 reactions. Task: Predict the reaction yield, written as a fraction of the theoretical maximum amount of product (1.0 means a 100% yield; for example, 0.34 means a 34% yield). (1) The reactants are Cl[CH2:2][CH2:3][CH2:4][CH2:5][N:6]1[C:10](=[O:11])[CH2:9][NH:8][C:7]1=[O:12].C(=O)([O-])[O-].[K+].[K+].[CH3:19][O:20][C:21]1[CH:26]=[CH:25][CH:24]=[CH:23][C:22]=1[N:27]1[CH2:32][CH2:31][NH:30][CH2:29][CH2:28]1. The catalyst is CC(C)=O. The product is [CH3:19][O:20][C:21]1[CH:26]=[CH:25][CH:24]=[CH:23][C:22]=1[N:27]1[CH2:32][CH2:31][N:30]([CH2:2][CH2:3][CH2:4][CH2:5][N:6]2[C:10](=[O:11])[CH2:9][NH:8][C:7]2=[O:12])[CH2:29][CH2:28]1. The yield is 0.430. (2) The reactants are [O:1]=[C:2]1[NH:7][C:6]2[CH:8]=[C:9]([CH2:12][N:13]3[CH2:18][CH2:17][N:16]([C:19]4[CH:27]=[CH:26][C:22]([C:23]([OH:25])=O)=[CH:21][CH:20]=4)[CH2:15][CH2:14]3)[CH:10]=[N:11][C:5]=2[N:4]2[CH2:28][CH2:29][CH2:30][CH2:31][C@@H:3]12.Cl.C(N=C=N[CH2:38][CH2:39][CH2:40][N:41](C)C)C.O.N1(O)C2C=CC=CC=2N=N1.CN1CCOCC1.C1(N)CC1. The catalyst is CN(C=O)C.O. The product is [CH:40]1([NH:41][C:23](=[O:25])[C:22]2[CH:21]=[CH:20][C:19]([N:16]3[CH2:17][CH2:18][N:13]([CH2:12][C:9]4[CH:10]=[N:11][C:5]5[N:4]6[CH2:28][CH2:29][CH2:30][CH2:31][C@H:3]6[C:2](=[O:1])[NH:7][C:6]=5[CH:8]=4)[CH2:14][CH2:15]3)=[CH:27][CH:26]=2)[CH2:38][CH2:39]1. The yield is 0.750.